From a dataset of Reaction yield outcomes from USPTO patents with 853,638 reactions. Predict the reaction yield, written as a fraction of the theoretical maximum amount of product (1.0 means a 100% yield; for example, 0.34 means a 34% yield). (1) The reactants are [CH3:1][C:2]([C:6]1[CH:7]=[C:8]2[C:13](=[CH:14][CH:15]=1)[C:12](=[O:16])[NH:11][CH2:10][CH2:9]2)([CH3:5])[C:3]#[N:4].[Br:17][C:18]1[CH:25]=[CH:24][CH:23]=[C:22](Br)[C:19]=1[CH:20]=[O:21].C(=O)([O-])[O-].[Cs+].[Cs+]. The catalyst is C1C=CC(/C=C/C(/C=C/C2C=CC=CC=2)=O)=CC=1.C1C=CC(/C=C/C(/C=C/C2C=CC=CC=2)=O)=CC=1.[Pd].CC1(C)C2C(=C(P(C3C=CC=CC=3)C3C=CC=CC=3)C=CC=2)OC2C(P(C3C=CC=CC=3)C3C=CC=CC=3)=CC=CC1=2. The product is [Br:17][C:18]1[C:19]([CH:20]=[O:21])=[C:22]([N:11]2[CH2:10][CH2:9][C:8]3[C:13](=[CH:14][CH:15]=[C:6]([C:2]([CH3:1])([CH3:5])[C:3]#[N:4])[CH:7]=3)[C:12]2=[O:16])[CH:23]=[CH:24][CH:25]=1. The yield is 0.460. (2) The reactants are [CH3:1][C:2]([CH3:58])([CH2:10][C:11]([O:13][C@H:14]1[CH2:31][CH2:30][C@@:29]2([CH3:32])[C@@H:16]([CH2:17][CH2:18][C@:19]3([CH3:55])[C@@H:28]2[CH2:27][CH2:26][C@H:25]2[C@@:20]3([CH3:54])[CH2:21][CH2:22][C@@:23]3(/[CH:40]=[CH:41]/[C:42]([NH:44][C@@H:45]([C:47]4[CH:52]=[CH:51][C:50]([Cl:53])=[CH:49][CH:48]=4)[CH3:46])=[O:43])[CH2:35][C:34](=[O:36])[C:33]([CH:37]([CH3:39])[CH3:38])=[C:24]32)[C:15]1([CH3:57])[CH3:56])=[O:12])[C:3]([O:5]C(C)(C)C)=[O:4].C(O)(C(F)(F)F)=O. The catalyst is ClCCl. The product is [Cl:53][C:50]1[CH:49]=[CH:48][C:47]([C@H:45]([NH:44][C:42](=[O:43])/[CH:41]=[CH:40]/[C@:23]23[CH2:35][C:34](=[O:36])[C:33]([CH:37]([CH3:39])[CH3:38])=[C:24]2[C@@H:25]2[C@@:20]([CH3:54])([CH2:21][CH2:22]3)[C@@:19]3([CH3:55])[C@@H:28]([C@:29]4([CH3:32])[C@@H:16]([CH2:17][CH2:18]3)[C:15]([CH3:56])([CH3:57])[C@@H:14]([O:13][C:11](=[O:12])[CH2:10][C:2]([CH3:1])([CH3:58])[C:3]([OH:5])=[O:4])[CH2:31][CH2:30]4)[CH2:27][CH2:26]2)[CH3:46])=[CH:52][CH:51]=1. The yield is 0.726. (3) The reactants are Br[C:2]1[S:6][C:5]([NH2:7])=[N:4][CH:3]=1.C([O-])([O-])=O.[K+].[K+].[CH2:14]([O:16][C:17](=[O:21])[CH2:18][CH2:19][SH:20])[CH3:15].O. The catalyst is CN(C=O)C. The product is [CH2:14]([O:16][C:17](=[O:21])[CH2:18][CH2:19][S:20][C:2]1[S:6][C:5]([NH2:7])=[N:4][CH:3]=1)[CH3:15]. The yield is 0.490. (4) The reactants are [C:1]([C:3]1[CH:8]=[CH:7][C:6]([C:9]2[CH:10]=[N:11][N:12]([C:15]3[CH:23]=[CH:22][C:18]([C:19]([OH:21])=O)=[CH:17][N:16]=3)[C:13]=2[OH:14])=[C:5]([CH3:24])[CH:4]=1)#[N:2].[CH3:25][N:26]([CH3:32])[C@H:27]1[CH2:31][CH2:30][NH:29][CH2:28]1.Cl.C(N=C=NCCCN(C)C)C.C1C=CC2N(O)N=NC=2C=1.CCN(C(C)C)C(C)C.Cl. The catalyst is CN(C=O)C. The product is [CH3:25][N:26]([CH3:32])[C@H:27]1[CH2:31][CH2:30][N:29]([C:19]([C:18]2[CH:22]=[CH:23][C:15]([N:12]3[C:13]([OH:14])=[C:9]([C:6]4[CH:7]=[CH:8][C:3]([C:1]#[N:2])=[CH:4][C:5]=4[CH3:24])[CH:10]=[N:11]3)=[N:16][CH:17]=2)=[O:21])[CH2:28]1. The yield is 0.461. (5) The reactants are [N:1]1[N:2]=[CH:3][N:4]([CH2:6][C@@H:7]2[C@H:10]([NH:11][C:12](=[O:39])/[C:13](=[N:27]\[O:28][C:29]([CH3:38])([CH3:37])[C:30]([O:32]C(C)(C)C)=[O:31])/[C:14]3[N:15]=[C:16]([NH:19]C(OC(C)(C)C)=O)[S:17][CH:18]=3)[C:9](=[O:40])[N:8]2[S:41]([OH:44])(=[O:43])=[O:42])[CH:5]=1.C(O)(C(F)(F)F)=O. The catalyst is C(Cl)Cl. The product is [N:1]1[N:2]=[CH:3][N:4]([CH2:6][C@@H:7]2[C@H:10]([NH:11][C:12](=[O:39])/[C:13](=[N:27]\[O:28][C:29]([CH3:38])([CH3:37])[C:30]([OH:32])=[O:31])/[C:14]3[N:15]=[C:16]([NH2:19])[S:17][CH:18]=3)[C:9](=[O:40])[N:8]2[S:41]([OH:44])(=[O:42])=[O:43])[CH:5]=1. The yield is 0.100. (6) The product is [CH:30]([N:29]([CH:33]([CH3:35])[CH3:34])[C:27](=[O:28])[CH2:26][N:22]1[CH2:21][CH2:20][N:16]2[C:17]3[CH:18]=[CH:19][C:11]([O:10][CH:7]4[CH2:8][CH2:9][N:4]([CH:1]([CH3:3])[CH3:2])[CH2:5][CH2:6]4)=[CH:12][C:13]=3[CH:14]=[C:15]2[C:23]1=[O:24])([CH3:32])[CH3:31]. The reactants are [CH:1]([N:4]1[CH2:9][CH2:8][CH:7]([O:10][C:11]2[CH:19]=[CH:18][C:17]3[N:16]4[CH2:20][CH2:21][NH:22][C:23](=[O:24])[C:15]4=[CH:14][C:13]=3[CH:12]=2)[CH2:6][CH2:5]1)([CH3:3])[CH3:2].Cl[CH2:26][C:27]([N:29]([CH:33]([CH3:35])[CH3:34])[CH:30]([CH3:32])[CH3:31])=[O:28].[H-].[Na+]. The yield is 0.310. No catalyst specified. (7) The reactants are [H-].[Na+].[CH3:3][O:4][C:5](=[O:11])[C:6]([CH3:10])([CH3:9])[CH2:7][OH:8].[CH3:12]OS(C1C=CC(C)=CC=1)(=O)=O. The catalyst is CN(C)C=O.O.CCCCCC. The product is [CH3:3][O:4][C:5](=[O:11])[C:6]([CH3:10])([CH3:9])[CH2:7][O:8][CH3:12]. The yield is 0.550.